Predict the product of the given reaction. From a dataset of Forward reaction prediction with 1.9M reactions from USPTO patents (1976-2016). (1) Given the reactants [NH:1]1[CH2:4][CH:3]([C:5]2[C:6]([Cl:28])=[C:7]([NH:13][C:14]3[N:19]=[C:18]([NH:20][CH2:21][CH3:22])[C:17]4=[N:23][CH:24]=[C:25]([C:26]#[N:27])[N:16]4[N:15]=3)[CH:8]=[C:9]([C:11]#[N:12])[CH:10]=2)[CH2:2]1.[C:29]([CH2:31][C:32](O)=[O:33])#[N:30].Cl.CN(C)CCCN=C=NCC.C1C=C2N=NN(O)C2=CC=1.O.C([O-])(=O)C.[NH4+], predict the reaction product. The product is: [Cl:28][C:6]1[C:5]([CH:3]2[CH2:2][N:1]([C:32](=[O:33])[CH2:31][C:29]#[N:30])[CH2:4]2)=[CH:10][C:9]([C:11]#[N:12])=[CH:8][C:7]=1[NH:13][C:14]1[N:19]=[C:18]([NH:20][CH2:21][CH3:22])[C:17]2=[N:23][CH:24]=[C:25]([C:26]#[N:27])[N:16]2[N:15]=1. (2) The product is: [Cl:16][C:17]1[CH:25]=[C:24]([C:20]([CH:21]=[O:23])=[CH:19][N:18]=1)[C:35]([O:34][CH2:33][CH3:32])=[O:30]. Given the reactants C([Li])CCC.CC1CCCN(C)C1(C)C.[Cl:16][C:17]1[CH:25]=[CH:24][C:20]([C:21]([OH:23])=O)=[CH:19][N:18]=1.CN(C=[O:30])C.C1[CH2:35][O:34][CH2:33][CH2:32]1, predict the reaction product. (3) Given the reactants [N:1]1[CH:6]=[CH:5][CH:4]=[C:3]([C:7]2[N:16]=[C:10]3[CH:11]=[C:12]([NH2:15])[CH:13]=[CH:14][N:9]3[N:8]=2)[CH:2]=1.[CH3:17][O:18][C:19]([C:21]1[CH:22]=[N:23][N:24]([CH3:29])[C:25]=1[C:26](O)=[O:27])=[O:20].CCCP(=O)=O.C(N(CC)C(C)C)(C)C, predict the reaction product. The product is: [CH3:29][N:24]1[C:25]([C:26](=[O:27])[NH:15][C:12]2[CH:13]=[CH:14][N:9]3[N:8]=[C:7]([C:3]4[CH:2]=[N:1][CH:6]=[CH:5][CH:4]=4)[N:16]=[C:10]3[CH:11]=2)=[C:21]([C:19]([O:18][CH3:17])=[O:20])[CH:22]=[N:23]1. (4) Given the reactants [OH-].[Na+].[Cl:3][C:4]1[CH:9]=[CH:8][C:7]([CH:10]([NH:17][C:18](=[O:38])[CH2:19][C:20]2[CH:37]=[CH:36][C:23]([O:24][CH2:25][C:26]3[C:27]([C:32]([O:34]C)=[O:33])=[N:28][O:29][C:30]=3[CH3:31])=[CH:22][CH:21]=2)[C:11]2[CH:16]=[CH:15][CH:14]=[CH:13][CH:12]=2)=[C:6]([CH3:39])[CH:5]=1.CC(O)=O, predict the reaction product. The product is: [Cl:3][C:4]1[CH:9]=[CH:8][C:7]([CH:10]([NH:17][C:18](=[O:38])[CH2:19][C:20]2[CH:37]=[CH:36][C:23]([O:24][CH2:25][C:26]3[C:27]([C:32]([OH:34])=[O:33])=[N:28][O:29][C:30]=3[CH3:31])=[CH:22][CH:21]=2)[C:11]2[CH:12]=[CH:13][CH:14]=[CH:15][CH:16]=2)=[C:6]([CH3:39])[CH:5]=1. (5) Given the reactants [CH:1]1([O:5][C:6]2[C:14]([CH3:15])=[CH:13][CH:12]=[CH:11][C:7]=2[C:8]([OH:10])=O)[CH2:4][CH2:3][CH2:2]1.[CH2:16]([O:18][C:19]([C:21]1([NH2:31])[CH2:29][C:28]2[C:23](=[CH:24][CH:25]=[C:26]([F:30])[CH:27]=2)[CH2:22]1)=[O:20])[CH3:17].CN(C(ON1N=NC2C=CC=NC1=2)=[N+](C)C)C.F[P-](F)(F)(F)(F)F.CCN(C(C)C)C(C)C, predict the reaction product. The product is: [CH2:16]([O:18][C:19]([C:21]1([NH:31][C:8](=[O:10])[C:7]2[CH:11]=[CH:12][CH:13]=[C:14]([CH3:15])[C:6]=2[O:5][CH:1]2[CH2:2][CH2:3][CH2:4]2)[CH2:29][C:28]2[C:23](=[CH:24][CH:25]=[C:26]([F:30])[CH:27]=2)[CH2:22]1)=[O:20])[CH3:17]. (6) Given the reactants C([O:3][C:4](=[O:18])[C:5]1[CH:10]=[C:9]([Cl:11])[CH:8]=[N:7][C:6]=1[NH:12][CH2:13][C:14]([F:17])([F:16])[F:15])C.[OH-].[K+].CO, predict the reaction product. The product is: [Cl:11][C:9]1[CH:8]=[N:7][C:6]([NH:12][CH2:13][C:14]([F:16])([F:15])[F:17])=[C:5]([CH:10]=1)[C:4]([OH:18])=[O:3]. (7) Given the reactants [ClH:1].C(OCC)C.[CH3:7][N:8]([CH3:36])[C:9]1[CH:35]=[CH:34][C:12]([CH2:13][CH2:14][N:15]([CH2:17][CH2:18][N:19]2[C:25]3[CH:26]=[CH:27][CH:28]=[CH:29][C:24]=3[CH2:23][O:22][C:21]3[CH:30]=[CH:31][CH:32]=[CH:33][C:20]2=3)[CH3:16])=[CH:11][CH:10]=1, predict the reaction product. The product is: [ClH:1].[ClH:1].[CH3:36][N:8]([CH3:7])[C:9]1[CH:10]=[CH:11][C:12]([CH2:13][CH2:14][N:15]([CH2:17][CH2:18][N:19]2[C:25]3[CH:26]=[CH:27][CH:28]=[CH:29][C:24]=3[CH2:23][O:22][C:21]3[CH:30]=[CH:31][CH:32]=[CH:33][C:20]2=3)[CH3:16])=[CH:34][CH:35]=1. (8) Given the reactants Br[C:2]1[CH:3]=[C:4]([CH:9]=[CH:10][CH:11]=1)[C:5]([O:7][CH3:8])=[O:6].[N+:12]([C:15]1[CH:21]=[CH:20][C:18]([NH2:19])=[CH:17][CH:16]=1)([O-:14])=[O:13], predict the reaction product. The product is: [CH3:8][O:7][C:5](=[O:6])[C:4]1[CH:9]=[CH:10][CH:11]=[C:2]([NH:19][C:18]2[CH:20]=[CH:21][C:15]([N+:12]([O-:14])=[O:13])=[CH:16][CH:17]=2)[CH:3]=1. (9) Given the reactants [CH:1]([P:3](=[O:10])([O:7][CH2:8][CH3:9])[O:4][CH2:5][CH3:6])=[CH2:2].CO[CH2:13][N:14]([CH2:20][C:21]1[CH:26]=[CH:25][CH:24]=[CH:23][CH:22]=1)[CH2:15][Si](C)(C)C, predict the reaction product. The product is: [CH2:20]([N:14]1[CH2:13][CH2:2][CH:1]([P:3](=[O:10])([O:7][CH2:8][CH3:9])[O:4][CH2:5][CH3:6])[CH2:15]1)[C:21]1[CH:22]=[CH:23][CH:24]=[CH:25][CH:26]=1. (10) Given the reactants [N+:1]([C:4]1[CH:5]=[N:6][N:7]([C:9]([O:11][C:12]([CH3:15])([CH3:14])[CH3:13])=[O:10])[CH:8]=1)([O-])=O.O, predict the reaction product. The product is: [NH2:1][C:4]1[CH:5]=[N:6][N:7]([C:9]([O:11][C:12]([CH3:15])([CH3:14])[CH3:13])=[O:10])[CH:8]=1.